From a dataset of Catalyst prediction with 721,799 reactions and 888 catalyst types from USPTO. Predict which catalyst facilitates the given reaction. (1) Reactant: [CH3:1][O:2][P:3]([CH:7]([F:17])[C:8]1[CH:16]=[CH:15][C:11]([C:12]([OH:14])=O)=[CH:10][CH:9]=1)([O:5][CH3:6])=[O:4].C(OC(=O)[NH:24][C:25]1[CH:30]=[CH:29][C:28]([C:31]2[S:32][CH:33]=[CH:34][CH:35]=2)=[CH:27][C:26]=1[NH2:36])(C)(C)C.C(Cl)CCl.C1C=CC2N(O)N=NC=2C=1.CCN(C(C)C)C(C)C. Product: [CH3:6][O:5][P:3]([CH:7]([C:8]1[CH:9]=[CH:10][C:11]([C:12](=[O:14])[NH:36][C:26]2[CH:27]=[C:28]([C:31]3[S:32][CH:33]=[CH:34][CH:35]=3)[CH:29]=[CH:30][C:25]=2[NH2:24])=[CH:15][CH:16]=1)[F:17])(=[O:4])[O:2][CH3:1]. The catalyst class is: 3. (2) Reactant: [C:1]([O:5][C:6](=[O:28])[CH2:7][C@H:8]([C:18]1[O:22][N:21]=[C:20]([C:23](OCC)=[O:24])[N:19]=1)[CH2:9][CH2:10][CH2:11][CH:12]1[CH2:17][CH2:16][CH2:15][CH2:14][CH2:13]1)([CH3:4])([CH3:3])[CH3:2].[NH:29]1[CH2:34][CH2:33][O:32][CH2:31][CH2:30]1. Product: [CH:12]1([CH2:11][CH2:10][CH2:9][C@@H:8]([C:18]2[O:22][N:21]=[C:20]([C:23]([N:29]3[CH2:34][CH2:33][O:32][CH2:31][CH2:30]3)=[O:24])[N:19]=2)[CH2:7][C:6]([O:5][C:1]([CH3:3])([CH3:2])[CH3:4])=[O:28])[CH2:13][CH2:14][CH2:15][CH2:16][CH2:17]1. The catalyst class is: 8. (3) Reactant: NC1[CH:3]=[CH:4][CH:5]=[C:6]2[C:11]=1[CH2:10][C@H:9]([OH:12])[CH2:8][CH2:7]2.Cl.CN(C)[CH2:16][CH2:17][CH2:18][N:19]=[C:20]=NCC.O.[OH:26]N1C2C=CC=CC=2N=N1.[F:36][C:37]([F:50])([F:49])[C:38]1[CH:43]=[CH:42][C:41](C(C)C(O)=O)=[CH:40][CH:39]=1. Product: [OH:12][C@H:9]1[CH2:10][C:11]2[C:20]([NH:19][C:18](=[O:26])[CH2:17][CH2:16][C:41]3[CH:42]=[CH:43][C:38]([C:37]([F:49])([F:50])[F:36])=[CH:39][CH:40]=3)=[CH:3][CH:4]=[CH:5][C:6]=2[CH2:7][CH2:8]1. The catalyst class is: 9. (4) Reactant: [Cl:1][C:2]1[C:7]([CH3:8])=[CH:6][CH:5]=[CH:4][C:3]=1[C:9]1[O:10][C:11]2[C:16]([C:17](=[O:19])[CH:18]=1)=[C:15]([O:20]C)[CH:14]=[C:13]([O:22]C)[C:12]=2[C@@H:24]1[CH2:28][CH2:27][N:26]([CH3:29])[C@H:25]1[CH2:30][OH:31].Cl.N1C=CC=CC=1.C([O-])([O-])=O.[Na+].[Na+]. Product: [Cl:1][C:2]1[C:7]([CH3:8])=[CH:6][CH:5]=[CH:4][C:3]=1[C:9]1[O:10][C:11]2[C:16]([C:17](=[O:19])[CH:18]=1)=[C:15]([OH:20])[CH:14]=[C:13]([OH:22])[C:12]=2[C@@H:24]1[CH2:28][CH2:27][N:26]([CH3:29])[C@H:25]1[CH2:30][OH:31]. The catalyst class is: 5. (5) Reactant: C(Cl)(=O)C(Cl)=O.CS(C)=O.[O:11]1[CH2:16][CH2:15][CH2:14][CH2:13][CH:12]1[O:17][CH2:18][CH:19]1[CH2:24][CH2:23][CH:22]([CH2:25][OH:26])[CH2:21][CH2:20]1.C(N(CC)CC)C. Product: [O:11]1[CH2:16][CH2:15][CH2:14][CH2:13][CH:12]1[O:17][CH2:18][CH:19]1[CH2:24][CH2:23][CH:22]([CH:25]=[O:26])[CH2:21][CH2:20]1. The catalyst class is: 46.